From a dataset of Peptide-MHC class I binding affinity with 185,985 pairs from IEDB/IMGT. Regression. Given a peptide amino acid sequence and an MHC pseudo amino acid sequence, predict their binding affinity value. This is MHC class I binding data. (1) The peptide sequence is EFIPNLFCM. The MHC is HLA-A03:01 with pseudo-sequence HLA-A03:01. The binding affinity (normalized) is 0.213. (2) The peptide sequence is IVTCAMFTCK. The MHC is HLA-A03:01 with pseudo-sequence HLA-A03:01. The binding affinity (normalized) is 0.455. (3) The peptide sequence is WPWNAREDV. The MHC is HLA-A01:01 with pseudo-sequence HLA-A01:01. The binding affinity (normalized) is 0.0847. (4) The peptide sequence is RTRAGRHAF. The MHC is HLA-B35:01 with pseudo-sequence HLA-B35:01. The binding affinity (normalized) is 0.0847.